This data is from Reaction yield outcomes from USPTO patents with 853,638 reactions. The task is: Predict the reaction yield, written as a fraction of the theoretical maximum amount of product (1.0 means a 100% yield; for example, 0.34 means a 34% yield). (1) The reactants are [CH:1]([N:14]1[C:22]2[C:17](=[CH:18][C:19]([Cl:23])=[CH:20][CH:21]=2)[C:16]([CH2:24][CH2:25][S:26]([C:29]2[CH:38]=[CH:37][C:32]([C:33]([O:35]C)=[O:34])=[CH:31][CH:30]=2)(=[O:28])=[O:27])=[C:15]1[CH2:39][CH2:40][NH:41][S:42]([CH2:45][C:46]1[CH:51]=[CH:50][C:49]([Cl:52])=[C:48]([Cl:53])[CH:47]=1)(=[O:44])=[O:43])([C:8]1[CH:13]=[CH:12][CH:11]=[CH:10][CH:9]=1)[C:2]1[CH:7]=[CH:6][CH:5]=[CH:4][CH:3]=1.C1COCC1.[OH-].[Na+]. The catalyst is CO. The product is [CH:1]([N:14]1[C:22]2[C:17](=[CH:18][C:19]([Cl:23])=[CH:20][CH:21]=2)[C:16]([CH2:24][CH2:25][S:26]([C:29]2[CH:38]=[CH:37][C:32]([C:33]([OH:35])=[O:34])=[CH:31][CH:30]=2)(=[O:28])=[O:27])=[C:15]1[CH2:39][CH2:40][NH:41][S:42]([CH2:45][C:46]1[CH:51]=[CH:50][C:49]([Cl:52])=[C:48]([Cl:53])[CH:47]=1)(=[O:43])=[O:44])([C:2]1[CH:3]=[CH:4][CH:5]=[CH:6][CH:7]=1)[C:8]1[CH:13]=[CH:12][CH:11]=[CH:10][CH:9]=1. The yield is 0.930. (2) The reactants are Cl.[CH3:2][C@H:3]1[CH2:7][CH2:6][CH2:5][NH:4]1.C(=O)([O-])[O-].[K+].[K+].Br[CH2:15][CH2:16][CH2:17][C:18]([O:20][CH2:21][CH3:22])=[O:19]. The catalyst is CC(=O)CC. The product is [CH2:21]([O:20][C:18](=[O:19])[CH2:17][CH2:16][CH2:15][N:4]1[CH2:5][CH2:6][CH2:7][C@@H:3]1[CH3:2])[CH3:22]. The yield is 0.990. (3) The catalyst is CO. The reactants are [F:1][C:2]1[CH:7]=[C:6]([F:8])[CH:5]=[CH:4][C:3]=1[C@:9]([OH:31])([C@H:16]([S:18][C@@H:19]1[CH2:24][O:23][C@@H](C2C=CC=CC=2)[O:21][CH2:20]1)[CH3:17])[CH2:10][N:11]1[CH:15]=[N:14][CH:13]=[N:12]1.Cl.O1CCOCC1.C([O-])(O)=O.[Na+]. The product is [F:1][C:2]1[CH:7]=[C:6]([F:8])[CH:5]=[CH:4][C:3]=1[C@:9]([OH:31])([C@H:16]([S:18][CH:19]([CH2:20][OH:21])[CH2:24][OH:23])[CH3:17])[CH2:10][N:11]1[CH:15]=[N:14][CH:13]=[N:12]1. The yield is 0.880. (4) The reactants are Cl[C:2]1[CH:7]=[CH:6][C:5]([C:8]2[N:9]=[CH:10][C:11]([NH2:14])=[N:12][CH:13]=2)=[C:4]([F:15])[CH:3]=1.[CH3:16][S:17]([C:20]1[CH:25]=[CH:24][CH:23]=[CH:22][C:21]=1B(O)O)(=[O:19])=[O:18]. The catalyst is CC(C1C=C(C(C)C)C(C2C=CC=C(P(C3CCCCC3)C3CCCCC3)C=2)=C(C(C)C)C=1)C.C1C=[C-]C(C2C(N)=CC=CC=2)=CC=1.Cl[Pd+]. The product is [F:15][C:4]1[CH:3]=[C:2]([C:21]2[CH:22]=[CH:23][CH:24]=[CH:25][C:20]=2[S:17]([CH3:16])(=[O:19])=[O:18])[CH:7]=[CH:6][C:5]=1[C:8]1[N:9]=[CH:10][C:11]([NH2:14])=[N:12][CH:13]=1. The yield is 0.900.